Dataset: Forward reaction prediction with 1.9M reactions from USPTO patents (1976-2016). Task: Predict the product of the given reaction. (1) Given the reactants [CH3:1][C:2]([C:4]1[CH:9]=[CH:8][C:7]([O:10][CH3:11])=[CH:6][CH:5]=1)=[O:3].[CH3:12][O:13][C:14]1[CH:15]=[C:16]([NH:24][C:25]2[N:32]=[CH:31][CH:30]=[CH:29][C:26]=2[CH:27]=O)[CH:17]=[C:18]([O:22][CH3:23])[C:19]=1[O:20][CH3:21].Cl, predict the reaction product. The product is: [CH3:11][O:10][C:7]1[CH:8]=[CH:9][C:4]([C:2](=[O:3])/[CH:1]=[CH:27]/[C:26]2[C:25]([NH:24][C:16]3[CH:17]=[C:18]([O:22][CH3:23])[C:19]([O:20][CH3:21])=[C:14]([O:13][CH3:12])[CH:15]=3)=[N:32][CH:31]=[CH:30][CH:29]=2)=[CH:5][CH:6]=1. (2) Given the reactants C([Li])CCC.[Cl:6][C:7]1[CH:12]=[CH:11][C:10]([S:13]([CH2:16][C:17]2[CH:22]=[C:21]([F:23])[CH:20]=[CH:19][C:18]=2[F:24])(=[O:15])=[O:14])=[CH:9][CH:8]=1.C([Si]([O:32][CH2:33][CH2:34]I)(C)C)(C)(C)C, predict the reaction product. The product is: [Cl:6][C:7]1[CH:12]=[CH:11][C:10]([S:13]([CH:16]([C:17]2[CH:22]=[C:21]([F:23])[CH:20]=[CH:19][C:18]=2[F:24])[CH2:34][CH2:33][OH:32])(=[O:15])=[O:14])=[CH:9][CH:8]=1. (3) Given the reactants [I-].[C:2]([O:6][C:7]([NH:9][C@H:10]([C:16]([NH:18][CH:19]1[CH2:24][CH2:23][N:22]([C:25]2[S:29][N:28]=[C:27]([CH:30]([CH3:32])[CH3:31])[N:26]=2)[CH2:21][CH2:20]1)=[O:17])[CH2:11][CH2:12][S+](C)C)=[O:8])([CH3:5])([CH3:4])[CH3:3].[Li+].C[Si]([N-][Si](C)(C)C)(C)C, predict the reaction product. The product is: [CH:30]([C:27]1[N:26]=[C:25]([N:22]2[CH2:23][CH2:24][CH:19]([N:18]3[CH2:12][CH2:11][C@H:10]([NH:9][C:7](=[O:8])[O:6][C:2]([CH3:5])([CH3:4])[CH3:3])[C:16]3=[O:17])[CH2:20][CH2:21]2)[S:29][N:28]=1)([CH3:32])[CH3:31]. (4) Given the reactants [N:1]1([C:8]2[C:9]([C:22]3[CH:27]=[CH:26][CH:25]=[CH:24][CH:23]=3)=[N:10][C:11]3[C:16]([N:17]=2)=[CH:15][C:14]([C:18]([O:20]C)=[O:19])=[CH:13][CH:12]=3)[CH2:7][CH2:6][CH2:5][CH2:4][CH2:3][CH2:2]1.[OH-].[Na+].Cl, predict the reaction product. The product is: [N:1]1([C:8]2[C:9]([C:22]3[CH:23]=[CH:24][CH:25]=[CH:26][CH:27]=3)=[N:10][C:11]3[C:16]([N:17]=2)=[CH:15][C:14]([C:18]([OH:20])=[O:19])=[CH:13][CH:12]=3)[CH2:7][CH2:6][CH2:5][CH2:4][CH2:3][CH2:2]1. (5) Given the reactants [F:1][C:2]([F:24])([F:23])[C:3]1[N:8]=[C:7]([N:9]2[CH2:14][CH2:13][CH:12]([C:15]([N:17]3[CH2:21][CH2:20][C@H:19]([NH2:22])[CH2:18]3)=[O:16])[CH2:11][CH2:10]2)[CH:6]=[CH:5][CH:4]=1.[OH:25][C:26]1([C:33]2[CH:38]=[CH:37][C:36]([C:39]3[N:44]=[CH:43][CH:42]=[CH:41][N:40]=3)=[CH:35][N:34]=2)[CH2:31][CH2:30][C:29](=O)[CH2:28][CH2:27]1.C(O[BH-](OC(=O)C)OC(=O)C)(=O)C.[Na+].C(N(CC)CC)C, predict the reaction product. The product is: [N:40]1[CH:41]=[CH:42][CH:43]=[N:44][C:39]=1[C:36]1[CH:37]=[CH:38][C:33]([C:26]2([OH:25])[CH2:31][CH2:30][CH:29]([NH:22][C@H:19]3[CH2:20][CH2:21][N:17]([C:15]([CH:12]4[CH2:11][CH2:10][N:9]([C:7]5[CH:6]=[CH:5][CH:4]=[C:3]([C:2]([F:1])([F:23])[F:24])[N:8]=5)[CH2:14][CH2:13]4)=[O:16])[CH2:18]3)[CH2:28][CH2:27]2)=[N:34][CH:35]=1. (6) Given the reactants [CH3:1][C:2]1[N:7]=[C:6]([NH2:8])[CH:5]=[CH:4][CH:3]=1.[CH2:9]([O:12][C:13]([NH:15][C:16]1[C:17]([C:23](O)=[O:24])=[N:18][C:19]([CH3:22])=[CH:20][CH:21]=1)=[O:14])[CH:10]=[CH2:11], predict the reaction product. The product is: [CH2:9]([O:12][C:13](=[O:14])[NH:15][C:16]1[C:17]([C:23]([NH:8][C:6]2[CH:5]=[CH:4][CH:3]=[C:2]([CH3:1])[N:7]=2)=[O:24])=[N:18][C:19]([CH3:22])=[CH:20][CH:21]=1)[CH:10]=[CH2:11].